This data is from Retrosynthesis with 50K atom-mapped reactions and 10 reaction types from USPTO. The task is: Predict the reactants needed to synthesize the given product. (1) Given the product CC(C)(C)OC(=O)NCC(O)CO, predict the reactants needed to synthesize it. The reactants are: CC(C)(C)OC(=O)OC(=O)OC(C)(C)C.NCC(O)CO. (2) Given the product Cc1cn(C)c2c1C(=O)CC(c1ccccc1)C2, predict the reactants needed to synthesize it. The reactants are: CI.Cc1c[nH]c2c1C(=O)CC(c1ccccc1)C2. (3) Given the product CC(=O)n1ccc2ccc(N(C(=O)/C=C/c3ccccc3)C3CCN(Cc4ccccc4)CC3)cc21, predict the reactants needed to synthesize it. The reactants are: CC(=O)Cl.O=C(/C=C/c1ccccc1)N(c1ccc2cc[nH]c2c1)C1CCN(Cc2ccccc2)CC1. (4) Given the product CCn1c(=O)c(C(=O)NCCOC)c(O)c2ccc(C)nc21, predict the reactants needed to synthesize it. The reactants are: CCOC(=O)c1c(O)c2ccc(C)nc2n(CC)c1=O.COCCN. (5) Given the product CN(C)CCNC(=O)c1cc([N+](=O)[O-])ccc1Cl, predict the reactants needed to synthesize it. The reactants are: CN(C)CCN.O=C(O)c1cc([N+](=O)[O-])ccc1Cl. (6) Given the product O=C1NC(=O)C(Cc2ccc(N3CCC(NC[C@H](O)c4ccc5nnnn5c4)CC3)cc2)S1, predict the reactants needed to synthesize it. The reactants are: NC[C@H](O)c1ccc2nnnn2c1.O=C1CCN(c2ccc(CC3SC(=O)NC3=O)cc2)CC1. (7) Given the product CN1CCN(c2ccc(N)c(N3CCC(F)CC3)c2)CC1, predict the reactants needed to synthesize it. The reactants are: CN1CCN(c2ccc([N+](=O)[O-])c(N3CCC(F)CC3)c2)CC1. (8) Given the product Cc1nnc(-c2ccc(N3CCC(Oc4ccccc4C(F)(F)F)CC3)nn2)o1, predict the reactants needed to synthesize it. The reactants are: CC(=O)NNC(=O)c1ccc(N2CCC(Oc3ccccc3C(F)(F)F)CC2)nn1. (9) Given the product CC(C)c1csc(CO)n1, predict the reactants needed to synthesize it. The reactants are: COC(=O)c1nc(C(C)C)cs1. (10) Given the product COc1ccc(O[C@H]2CC[C@@H](CNC(=O)c3ccc(O)cc3)CC2)cc1, predict the reactants needed to synthesize it. The reactants are: COCOc1ccc(C(=O)NC[C@H]2CC[C@@H](Oc3ccc(OC)cc3)CC2)cc1.